From a dataset of Full USPTO retrosynthesis dataset with 1.9M reactions from patents (1976-2016). Predict the reactants needed to synthesize the given product. (1) Given the product [ClH:31].[CH2:29]([N:3]([CH2:1][CH3:2])[CH2:4][CH2:5][C:6]1[C:14]2[C:9](=[CH:10][CH:11]=[C:12]([NH:15][S:16]([C:19]3[C:28]4[C:23](=[CH:24][CH:25]=[CH:26][CH:27]=4)[CH:22]=[CH:21][CH:20]=3)(=[O:17])=[O:18])[CH:13]=2)[NH:8][CH:7]=1)[CH3:30], predict the reactants needed to synthesize it. The reactants are: [CH2:1]([N:3]([CH2:29][CH3:30])[CH2:4][CH2:5][C:6]1[C:14]2[C:9](=[CH:10][CH:11]=[C:12]([NH:15][S:16]([C:19]3[C:28]4[C:23](=[CH:24][CH:25]=[CH:26][CH:27]=4)[CH:22]=[CH:21][CH:20]=3)(=[O:18])=[O:17])[CH:13]=2)[NH:8][CH:7]=1)[CH3:2].[ClH:31]. (2) The reactants are: [Cl:1][C:2]1[CH:7]=[CH:6][C:5]([NH:8][C:9](=[O:16])[C:10]2[CH:15]=[CH:14][CH:13]=[CH:12][CH:11]=2)=[C:4]([C:17](=[O:25])[C:18]2[CH:23]=[CH:22][CH:21]=[CH:20][C:19]=2[CH3:24])[CH:3]=1.[Br:26]N1C(=O)CCC1=O. Given the product [Br:26][CH2:24][C:19]1[CH:20]=[CH:21][CH:22]=[CH:23][C:18]=1[C:17]([C:4]1[CH:3]=[C:2]([Cl:1])[CH:7]=[CH:6][C:5]=1[NH:8][C:9](=[O:16])[C:10]1[CH:11]=[CH:12][CH:13]=[CH:14][CH:15]=1)=[O:25], predict the reactants needed to synthesize it. (3) The reactants are: [C:1]([C:4]1[CH:5]=[C:6]([C@@H:25]([NH:29][C:30](=[O:36])[O:31][C:32]([CH3:35])([CH3:34])[CH3:33])[CH2:26][CH:27]=C)[CH:7]=[C:8]([C:10]2[N:14]([CH:15]([F:17])[F:16])[N:13]=[CH:12][C:11]=2[NH:18][C:19](=[O:24])[C@H:20]([CH3:23])[CH:21]=C)[CH:9]=1)(=[O:3])[NH2:2]. Given the product [C:1]([C:4]1[CH:5]=[C:6]2[CH:7]=[C:8]([CH:9]=1)[C:10]1[N:14]([CH:15]([F:16])[F:17])[N:13]=[CH:12][C:11]=1[NH:18][C:19](=[O:24])[C@H:20]([CH3:21])[CH:23]=[CH:27][CH2:26][C@@H:25]2[NH:29][C:30](=[O:36])[O:31][C:32]([CH3:33])([CH3:35])[CH3:34])(=[O:3])[NH2:2], predict the reactants needed to synthesize it. (4) Given the product [O:1]1[CH2:4][C:3]2([CH2:5][CH:6]3[CH:8]([CH:7]3[C:10]([OH:12])=[O:11])[CH2:9]2)[CH2:2]1, predict the reactants needed to synthesize it. The reactants are: [O:1]1[CH2:4][C:3]2([CH2:9][CH:8]3[CH:6]([CH:7]3[C:10]([O:12]CC)=[O:11])[CH2:5]2)[CH2:2]1.[OH-].[Na+]. (5) Given the product [F:1][C:2]1[CH:3]=[CH:4][C:5]([OH:31])=[C:6]([C:8]([CH3:29])([CH3:30])[CH2:9][C:10]([C:25]([F:26])([F:27])[F:28])([OH:24])[CH2:11][NH:12][C:13]2[CH:22]=[CH:21][CH:20]=[C:19]3[C:14]=2[CH:15]=[N:16][C:17]([CH3:23])=[N:18]3)[CH:7]=1, predict the reactants needed to synthesize it. The reactants are: [F:1][C:2]1[CH:3]=[CH:4][C:5]([O:31]C)=[C:6]([C:8]([CH3:30])([CH3:29])[CH2:9][C:10]([C:25]([F:28])([F:27])[F:26])([OH:24])[CH2:11][NH:12][C:13]2[CH:22]=[CH:21][CH:20]=[C:19]3[C:14]=2[CH:15]=[N:16][C:17]([CH3:23])=[N:18]3)[CH:7]=1.B(Br)(Br)Br.C(Cl)Cl.C([O-])(O)=O.[Na+]. (6) Given the product [Br:20][C:2]1[CH:3]=[CH:4][CH:5]=[C:6]2[C:10]=1[NH:9][C:8]([B:11]1[O:15][C:14]([CH3:17])([CH3:16])[C:13]([CH3:19])([CH3:18])[O:12]1)=[CH:7]2, predict the reactants needed to synthesize it. The reactants are: Cl[C:2]1[CH:3]=[CH:4][CH:5]=[C:6]2[C:10]=1[NH:9][C:8]([B:11]1[O:15][C:14]([CH3:17])([CH3:16])[C:13]([CH3:19])([CH3:18])[O:12]1)=[CH:7]2.[Br:20]C1C=CC=C2C=1NC=C2. (7) Given the product [CH3:8][C:2]([S:9][S:10][CH3:11])([CH3:1])[CH2:3][CH2:4][C:5]([N:35]1[CH2:36][CH2:37][N:32]([CH2:38][CH2:39][O:40][C:41]2[CH:46]=[C:45]([CH2:47][OH:48])[N:44]=[C:43]([CH2:49][OH:50])[CH:42]=2)[CH2:33][CH2:34]1)=[O:7], predict the reactants needed to synthesize it. The reactants are: [CH3:1][C:2]([S:9][S:10][CH3:11])([CH3:8])[CH2:3][CH2:4][C:5]([OH:7])=O.C(N=C=NC(C)C)(C)C.O.ON1C2C=CC=CC=2N=N1.[N:32]1([CH2:38][CH2:39][O:40][C:41]2[CH:46]=[C:45]([CH2:47][OH:48])[N:44]=[C:43]([CH2:49][OH:50])[CH:42]=2)[CH2:37][CH2:36][NH:35][CH2:34][CH2:33]1.